This data is from Full USPTO retrosynthesis dataset with 1.9M reactions from patents (1976-2016). The task is: Predict the reactants needed to synthesize the given product. (1) Given the product [C:1]([O:5][C:6](=[O:25])[NH:7][C@@H:8]1[CH2:13][CH2:12][CH2:11][N:10]([C:14]2[CH:19]=[C:18]([CH3:20])[N:17]=[C:16]([NH:38][CH2:37][C:36]3[CH:39]=[CH:40][C:41]([O:43][CH3:44])=[CH:42][C:35]=3[O:34][CH3:33])[C:15]=2[N+:22]([O-:24])=[O:23])[CH2:9]1)([CH3:4])([CH3:3])[CH3:2], predict the reactants needed to synthesize it. The reactants are: [C:1]([O:5][C:6](=[O:25])[NH:7][C@@H:8]1[CH2:13][CH2:12][CH2:11][N:10]([C:14]2[CH:19]=[C:18]([CH3:20])[N:17]=[C:16](Cl)[C:15]=2[N+:22]([O-:24])=[O:23])[CH2:9]1)([CH3:4])([CH3:3])[CH3:2].C(N(CC)CC)C.[CH3:33][O:34][C:35]1[CH:42]=[C:41]([O:43][CH3:44])[CH:40]=[CH:39][C:36]=1[CH2:37][NH2:38].C(OCC)(=O)C. (2) Given the product [CH2:9]([C:8]1[C:3]2[CH:4]=[CH:5][CH:6]=[CH:7][C:2]=2[O:23][C:13]=1[C:14](=[O:16])[CH3:15])[CH3:10], predict the reactants needed to synthesize it. The reactants are: O[C:2]1[CH:7]=[CH:6][CH:5]=[CH:4][C:3]=1[CH2:8][C:9](=O)[CH3:10].Cl[CH2:13][C:14](=[O:16])[CH3:15].C([O-])([O-])=O.[K+].[K+].[OH2:23]. (3) Given the product [N:8]1[CH:9]=[CH:10][CH:11]=[C:6]([C:5]([C:21]2[CH:22]=[CH:23][C:18]([NH:17][C:14](=[O:16])[CH3:15])=[CH:19][CH:20]=2)=[O:12])[CH:7]=1, predict the reactants needed to synthesize it. The reactants are: [Cl-].[Cl-].[Cl-].[Al+3].[C:5](Cl)(=[O:12])[C:6]1[CH:11]=[CH:10][CH:9]=[N:8][CH:7]=1.[C:14]([NH:17][C:18]1[CH:23]=[CH:22][CH:21]=[CH:20][CH:19]=1)(=[O:16])[CH3:15].[OH-].[Na+]. (4) The reactants are: [N+:1]([C:4]1[CH:5]=[CH:6][C:7]2[S:11][N:10]=[C:9]([NH2:12])[C:8]=2[CH:13]=1)([O-:3])=[O:2].[N:14]([CH2:17][C:18]1[CH:23]=[CH:22][CH:21]=[CH:20][C:19]=1[CH3:24])=[C:15]=[O:16]. Given the product [CH3:24][C:19]1[CH:20]=[CH:21][CH:22]=[CH:23][C:18]=1[CH2:17][NH:14][C:15]([NH:12][C:9]1[C:8]2[CH:13]=[C:4]([N+:1]([O-:3])=[O:2])[CH:5]=[CH:6][C:7]=2[S:11][N:10]=1)=[O:16], predict the reactants needed to synthesize it. (5) Given the product [ClH:43].[NH2:27][C@@H:23]1[CH2:24][CH2:25][CH2:26][N:21]([C:3]2[C:2]([Br:1])=[CH:7][N:6]=[C:5]3[NH:8][CH:9]=[C:10]([NH:11][C:12](=[O:20])[C:13]4[CH:18]=[CH:17][CH:16]=[C:15]([CH3:19])[CH:14]=4)[C:4]=23)[CH2:22]1, predict the reactants needed to synthesize it. The reactants are: [Br:1][C:2]1[C:3]([N:21]2[CH2:26][CH2:25][CH2:24][C@@H:23]([NH:27]C(=O)OC(C)(C)C)[CH2:22]2)=[C:4]2[C:10]([NH:11][C:12](=[O:20])[C:13]3[CH:18]=[CH:17][CH:16]=[C:15]([CH3:19])[CH:14]=3)=[CH:9][NH:8][C:5]2=[N:6][CH:7]=1.C(O)(C(F)(F)F)=O.C(Cl)[Cl:43]. (6) Given the product [CH3:26][S:27]([C:30]1[CH:31]=[CH:32][C:33]([N:36]2[C:3](=[O:25])[CH2:4][CH2:5][C:6]([C:7]3[CH:23]=[CH:22][C:10]4[CH2:11][CH2:12][N:13]([C:16](=[O:21])[C:17]([F:19])([F:20])[F:18])[CH2:14][CH2:15][C:9]=4[CH:8]=3)=[N:37]2)=[CH:34][CH:35]=1)(=[O:29])=[O:28], predict the reactants needed to synthesize it. The reactants are: CO[C:3](=[O:25])[CH2:4][CH2:5][C:6](=O)[C:7]1[CH:23]=[CH:22][C:10]2[CH2:11][CH2:12][N:13]([C:16](=[O:21])[C:17]([F:20])([F:19])[F:18])[CH2:14][CH2:15][C:9]=2[CH:8]=1.[CH3:26][S:27]([C:30]1[CH:35]=[CH:34][C:33]([NH:36][NH2:37])=[CH:32][CH:31]=1)(=[O:29])=[O:28].Cl.C(NC(C)C)(C)C.